Task: Predict the reactants needed to synthesize the given product.. Dataset: Full USPTO retrosynthesis dataset with 1.9M reactions from patents (1976-2016) (1) Given the product [CH3:33][S:30]([C:27]1[CH:28]=[CH:29][C:24]([O:7][C:8]2[C:13]3[CH:14]=[C:15]([CH3:17])[O:16][C:12]=3[CH:11]=[C:10]([C:18]([NH:40][C:37]3[CH:38]=[CH:39][N:35]([CH3:34])[N:36]=3)=[O:20])[CH:9]=2)=[CH:25][CH:26]=1)(=[O:32])=[O:31], predict the reactants needed to synthesize it. The reactants are: C([O-])([O-])=O.[Cs+].[Cs+].[OH:7][C:8]1[C:13]2[CH:14]=[C:15]([CH3:17])[O:16][C:12]=2[CH:11]=[C:10]([C:18]([O:20]CC)=O)[CH:9]=1.F[C:24]1[CH:29]=[CH:28][C:27]([S:30]([CH3:33])(=[O:32])=[O:31])=[CH:26][CH:25]=1.[CH3:34][N:35]1[CH:39]=[CH:38][C:37]([NH2:40])=[N:36]1.CN(C(ON1N=NC2C=CC=NC1=2)=[N+](C)C)C.F[P-](F)(F)(F)(F)F. (2) The reactants are: Cl[C:2]1[N:7]=[C:6]([NH:8][CH2:9][C@@H:10]2[CH2:15][CH2:14][CH2:13][N:12]([C:16]([O:18][C:19]([CH3:22])([CH3:21])[CH3:20])=[O:17])[CH2:11]2)[C:5]([N+:23]([O-:25])=[O:24])=[CH:4][N:3]=1.C(N(CC)C(C)C)(C)C.[F:35][C:36]1[CH:37]=[C:38]([CH:41]=[CH:42][C:43]=1[F:44])[CH2:39][NH2:40]. Given the product [C:19]([O:18][C:16]([N:12]1[CH2:13][CH2:14][CH2:15][C@@H:10]([CH2:9][NH:8][C:6]2[C:5]([N+:23]([O-:25])=[O:24])=[CH:4][N:3]=[C:2]([NH:40][CH2:39][C:38]3[CH:41]=[CH:42][C:43]([F:44])=[C:36]([F:35])[CH:37]=3)[N:7]=2)[CH2:11]1)=[O:17])([CH3:22])([CH3:21])[CH3:20], predict the reactants needed to synthesize it. (3) Given the product [Br:1][C:2]1[CH:3]=[C:4]2[NH:9][N:35]=[CH:8][C:5]2=[N:6][CH:7]=1, predict the reactants needed to synthesize it. The reactants are: [Br:1][C:2]1[CH:3]=[C:4]([NH:9]C(=O)C)[C:5]([CH3:8])=[N:6][CH:7]=1.C([O-])(=O)C.[K+].C(O)(=O)C.C(OC(=O)C)(=O)C.C(O[N:35]=O)CC(C)C.C(=O)(O)[O-].[Na+]. (4) Given the product [ClH:1].[Cl:1][C:2]1[CH:19]=[CH:18][C:5]([O:6][NH2:7])=[CH:4][CH:3]=1, predict the reactants needed to synthesize it. The reactants are: [Cl:1][C:2]1[CH:19]=[CH:18][C:5]([O:6][N:7]2C(=O)C3=CC=CC=C3C2=O)=[CH:4][CH:3]=1.Cl. (5) The reactants are: [CH2:1]([O:4][C:5]1[C:16]([Br:17])=[CH:15][C:8]([C:9](N(OC)C)=[O:10])=[C:7]([Cl:18])[CH:6]=1)[CH:2]=[CH2:3].[CH2:19]([C:21]1[CH:26]=[CH:25][C:24]([Mg]Br)=[CH:23][CH:22]=1)[CH3:20].[NH4+].[Cl-]. Given the product [CH2:1]([O:4][C:5]1[C:16]([Br:17])=[CH:15][C:8]([C:9]([C:24]2[CH:25]=[CH:26][C:21]([CH2:19][CH3:20])=[CH:22][CH:23]=2)=[O:10])=[C:7]([Cl:18])[CH:6]=1)[CH:2]=[CH2:3], predict the reactants needed to synthesize it. (6) Given the product [NH2:29][C:27]1[CH:26]=[CH:25][C:3]([C:4]([N:6]2[C:12]3[CH:13]=[CH:14][CH:15]=[CH:16][C:11]=3[CH2:10][N:9]([C:17]([O:19][C:20]([CH3:23])([CH3:21])[CH3:22])=[O:18])[C@H:8]([CH3:24])[CH2:7]2)=[O:5])=[C:2]([Cl:1])[CH:28]=1, predict the reactants needed to synthesize it. The reactants are: [Cl:1][C:2]1[CH:28]=[C:27]([N+:29]([O-])=O)[CH:26]=[CH:25][C:3]=1[C:4]([N:6]1[C:12]2[CH:13]=[CH:14][CH:15]=[CH:16][C:11]=2[CH2:10][N:9]([C:17]([O:19][C:20]([CH3:23])([CH3:22])[CH3:21])=[O:18])[C@H:8]([CH3:24])[CH2:7]1)=[O:5].Cl.C(OCC)(=O)C.N. (7) Given the product [Cl:8][C:9]1[N:10]=[C:11]([C:26]2[CH:25]=[CH:24][CH:23]=[C:22]([C:21]([F:32])([F:31])[F:20])[CH:27]=2)[C:12]2[S:17][C:16]([CH3:18])=[CH:15][C:13]=2[N:14]=1, predict the reactants needed to synthesize it. The reactants are: C1(C)C=CC=CC=1.[Cl:8][C:9]1[N:10]=[C:11](Cl)[C:12]2[S:17][C:16]([CH3:18])=[CH:15][C:13]=2[N:14]=1.[F:20][C:21]([F:32])([F:31])[C:22]1[CH:23]=[C:24](B(O)O)[CH:25]=[CH:26][CH:27]=1.C(=O)([O-])[O-].[Na+].[Na+].